This data is from Full USPTO retrosynthesis dataset with 1.9M reactions from patents (1976-2016). The task is: Predict the reactants needed to synthesize the given product. Given the product [NH2:1][C:4]1[CH:5]=[CH:6][C:7]([C:10]2[S:11][CH:12]=[C:13]([C:15]([O:17][CH2:18][CH3:19])=[O:16])[N:14]=2)=[CH:8][CH:9]=1, predict the reactants needed to synthesize it. The reactants are: [N+:1]([C:4]1[CH:9]=[CH:8][C:7]([C:10]2[S:11][CH:12]=[C:13]([C:15]([O:17][CH2:18][CH3:19])=[O:16])[N:14]=2)=[CH:6][CH:5]=1)([O-])=O.C([O-])=O.[NH4+].